Dataset: Forward reaction prediction with 1.9M reactions from USPTO patents (1976-2016). Task: Predict the product of the given reaction. Given the reactants [Cl:1][C:2]1[CH:3]=[C:4]([C:8]2[C:13]3[N:14]([CH2:29][C@H:30]4[CH2:35][CH2:34][C@H:33]([CH3:36])[CH2:32][CH2:31]4)[C:15]([N:17]4[CH2:22][CH2:21][O:20][CH2:19][C@H:18]4[C:23]4[CH:28]=[CH:27][CH:26]=[CH:25][CH:24]=4)=[N:16][C:12]=3[CH:11]=[C:10]([C:37]([NH:39][NH2:40])=[O:38])[N:9]=2)[CH:5]=[N:6][CH:7]=1.[C:41](N1C=CN=C1)(N1C=CN=C1)=[O:42].N12CCCN=C1CCCCC2, predict the reaction product. The product is: [Cl:1][C:2]1[CH:3]=[C:4]([C:8]2[C:13]3[N:14]([CH2:29][C@H:30]4[CH2:31][CH2:32][C@H:33]([CH3:36])[CH2:34][CH2:35]4)[C:15]([N:17]4[CH2:22][CH2:21][O:20][CH2:19][C@H:18]4[C:23]4[CH:28]=[CH:27][CH:26]=[CH:25][CH:24]=4)=[N:16][C:12]=3[CH:11]=[C:10]([C:37]3[O:38][C:41](=[O:42])[NH:40][N:39]=3)[N:9]=2)[CH:5]=[N:6][CH:7]=1.